This data is from Reaction yield outcomes from USPTO patents with 853,638 reactions. The task is: Predict the reaction yield, written as a fraction of the theoretical maximum amount of product (1.0 means a 100% yield; for example, 0.34 means a 34% yield). (1) The reactants are ClCC([NH:5][C:6]12[CH2:15][C:10]3([CH3:16])[CH2:11][CH:12]([CH2:14][C:8]([CH3:17])([CH2:9]3)[CH2:7]1)[CH2:13]2)=O.C(O)C.NC(N)=S.[OH-].[Na+]. The catalyst is C1(C)C=CC=CC=1.C(O)(=O)C. The product is [NH2:5][C:6]12[CH2:7][C:8]3([CH3:17])[CH2:14][CH:12]([CH2:11][C:10]([CH3:16])([CH2:9]3)[CH2:15]1)[CH2:13]2. The yield is 0.745. (2) The reactants are C[C:2](C)(P(O)(O)=O)[C:3]#[N:4].[Li+].[Cl-].C1CCN2C(=NCCC2)CC1.[C:23]([O:27][C:28]([N:30]1[CH2:35][CH2:34][C:33]([CH:38]2[CH2:43][CH2:42][CH2:41][CH2:40][CH2:39]2)([CH:36]=O)[CH2:32][CH2:31]1)=[O:29])([CH3:26])([CH3:25])[CH3:24]. The catalyst is C(#N)C. The product is [C:23]([O:27][C:28]([N:30]1[CH2:35][CH2:34][C:33]([CH:36]=[CH:2][C:3]#[N:4])([CH:38]2[CH2:43][CH2:42][CH2:41][CH2:40][CH2:39]2)[CH2:32][CH2:31]1)=[O:29])([CH3:26])([CH3:25])[CH3:24]. The yield is 1.00. (3) The reactants are [Br:1][C:2]1[CH:11]=[C:10]2[C:5]([N:6]=[CH:7][C:8](Cl)=[N:9]2)=[CH:4][CH:3]=1.[CH3:13][N:14]1[CH:18]=[C:17](B2OC(C)(C)C(C)(C)O2)[CH:16]=[N:15]1.O. The catalyst is C(=O)([O-])[O-].[K+].[K+].O1CCOCC1. The product is [Br:1][C:2]1[CH:11]=[C:10]2[C:5]([N:6]=[CH:7][C:8]([C:17]3[CH:16]=[N:15][N:14]([CH3:13])[CH:18]=3)=[N:9]2)=[CH:4][CH:3]=1. The yield is 0.570. (4) The reactants are S(Cl)([Cl:3])=O.[OH:5][C:6]1[CH:20]=[C:19]2[C:9]([NH:10][CH:11]=[C:12]2[CH2:13][C@@H:14]([C:16]([OH:18])=[O:17])[NH2:15])=[CH:8][CH:7]=1.[CH3:21]O. No catalyst specified. The product is [ClH:3].[CH3:21][O:17][C:16](=[O:18])[C@H:14]([CH2:13][C:12]1[C:19]2[C:9](=[CH:8][CH:7]=[C:6]([OH:5])[CH:20]=2)[NH:10][CH:11]=1)[NH2:15]. The yield is 0.740. (5) The reactants are [CH3:1][C:2]1[N:3]=[C:4]([NH:7][C:8]2[CH:13]=[C:12]([O:14][C:15]3[CH:23]=[CH:22][CH:21]=[CH:20][C:16]=3[C:17]([OH:19])=O)[CH:11]=[CH:10][N:9]=2)[S:5][CH:6]=1.C(N(CC)CC)C.[Cl:31]C(OCC)=O.[CH:37]([NH:40][CH2:41][CH2:42][NH2:43])([CH3:39])[CH3:38]. The catalyst is C1COCC1. The product is [ClH:31].[ClH:31].[CH:37]([NH:40][CH2:41][CH2:42][NH:43][C:17](=[O:19])[C:16]1[CH:20]=[CH:21][CH:22]=[CH:23][C:15]=1[O:14][C:12]1[CH:11]=[CH:10][N:9]=[C:8]([NH:7][C:4]2[S:5][CH:6]=[C:2]([CH3:1])[N:3]=2)[CH:13]=1)([CH3:39])[CH3:38]. The yield is 0.816.